This data is from Forward reaction prediction with 1.9M reactions from USPTO patents (1976-2016). The task is: Predict the product of the given reaction. (1) The product is: [NH2:1][C:2]1[C:3]2[C:11]([CH3:12])=[C:10]([C:13]([OH:15])=[O:14])[S:9][C:4]=2[NH:5][C:6](=[O:8])[N:7]=1. Given the reactants [NH2:1][C:2]1[C:3]2[C:11]([CH3:12])=[C:10]([C:13]([O:15]C(C)(C)C)=[O:14])[S:9][C:4]=2[NH:5][C:6](=[O:8])[N:7]=1.FC(F)(F)C(O)=O, predict the reaction product. (2) Given the reactants [O:1]1[C:8]2[CH:7]=[C:6]([C:9]([O:11][CH2:12][CH3:13])=[O:10])[NH:5][C:4]=2[CH:3]=[CH:2]1.[CH2:14]([O:21][C:22]([NH:24][CH2:25][C:26]([O:28][CH2:29]Cl)=[O:27])=[O:23])[C:15]1[CH:20]=[CH:19][CH:18]=[CH:17][CH:16]=1, predict the reaction product. The product is: [CH2:14]([O:21][C:22]([NH:24][CH2:25][C:26]([O:28][CH2:29][N:5]1[C:6]([C:9]([O:11][CH2:12][CH3:13])=[O:10])=[CH:7][C:8]2[O:1][CH:2]=[CH:3][C:4]1=2)=[O:27])=[O:23])[C:15]1[CH:16]=[CH:17][CH:18]=[CH:19][CH:20]=1. (3) Given the reactants [Cl:1][C:2]1[CH:8]=[C:7]([CH3:9])[CH:6]=[C:5]([CH3:10])[C:3]=1[NH2:4].C([Li])CCC.[Br:16][CH2:17][CH2:18][CH2:19]Br, predict the reaction product. The product is: [Br:16][CH2:17][CH2:18][CH2:19][NH:4][C:3]1[C:5]([CH3:10])=[CH:6][C:7]([CH3:9])=[CH:8][C:2]=1[Cl:1]. (4) Given the reactants CCCC[N+](CCCC)(CCCC)CCCC.[F-].[CH2:19]([C@:26]([OH:63])([CH2:43][CH2:44][O:45][Si](C(C)(C)C)(C1C=CC=CC=1)C1C=CC=CC=1)[C:27]([N:29]1[C@H:33]2[C:34]3[CH:35]=[CH:36][CH:37]=[CH:38][C:39]=3[CH2:40][C@H:32]2[O:31][C:30]1([CH3:42])[CH3:41])=[O:28])[C:20]1[CH:25]=[CH:24][CH:23]=[CH:22][CH:21]=1, predict the reaction product. The product is: [CH2:19]([C@:26]([OH:63])([CH2:43][CH2:44][OH:45])[C:27]([N:29]1[C@H:33]2[C:34]3[CH:35]=[CH:36][CH:37]=[CH:38][C:39]=3[CH2:40][C@H:32]2[O:31][C:30]1([CH3:42])[CH3:41])=[O:28])[C:20]1[CH:25]=[CH:24][CH:23]=[CH:22][CH:21]=1. (5) Given the reactants [O:1]1CCO[CH:2]1[C:6]1[CH:7]=[C:8]([N:12]([C:61]2[CH:62]=[C:63]([CH3:67])[CH:64]=[CH:65][CH:66]=2)[C:13]2[CH:25]=[CH:24][C:23]3[C:22]4[C:17](=[CH:18][C:19]([N:26]([C:34]5[CH:39]=[CH:38][CH:37]=[C:36]([CH:40]6OCC[O:41]6)[CH:35]=5)[C:27]5[CH:28]=[C:29]([CH3:33])[CH:30]=[CH:31][CH:32]=5)=[CH:20][CH:21]=4)[C:16]([CH2:53][CH2:54][CH2:55][CH2:56][CH2:57][CH2:58][CH2:59][CH3:60])([CH2:45][CH2:46][CH2:47][CH2:48][CH2:49][CH2:50][CH2:51][CH3:52])[C:15]=3[CH:14]=2)[CH:9]=[CH:10][CH:11]=1.Cl, predict the reaction product. The product is: [CH2:53]([C:16]1([CH2:45][CH2:46][CH2:47][CH2:48][CH2:49][CH2:50][CH2:51][CH3:52])[C:17]2[CH:18]=[C:19]([N:26]([C:34]3[CH:35]=[C:36]([CH:37]=[CH:38][CH:39]=3)[CH:40]=[O:41])[C:27]3[CH:28]=[C:29]([CH3:33])[CH:30]=[CH:31][CH:32]=3)[CH:20]=[CH:21][C:22]=2[C:23]2[C:15]1=[CH:14][C:13]([N:12]([C:8]1[CH:7]=[C:6]([CH:11]=[CH:10][CH:9]=1)[CH:2]=[O:1])[C:61]1[CH:62]=[C:63]([CH3:67])[CH:64]=[CH:65][CH:66]=1)=[CH:25][CH:24]=2)[CH2:54][CH2:55][CH2:56][CH2:57][CH2:58][CH2:59][CH3:60]. (6) Given the reactants C([O:3][C:4](=O)[C:5]([C:8]1[CH:13]=[CH:12][CH:11]=[C:10]([Cl:14])[CH:9]=1)([F:7])[F:6])C.[BH4-].[Na+], predict the reaction product. The product is: [Cl:14][C:10]1[CH:9]=[C:8]([C:5]([F:6])([F:7])[CH2:4][OH:3])[CH:13]=[CH:12][CH:11]=1. (7) Given the reactants [Cl:1][C:2]1[C:3]([NH:19][CH3:20])=[N:4][C:5]([NH:8][C:9]2[N:13]([CH3:14])[N:12]=[C:11]([C:15]([O:17]C)=[O:16])[CH:10]=2)=[N:6][CH:7]=1.[Li+].[OH-].O1CCCC1, predict the reaction product. The product is: [Cl:1][C:2]1[C:3]([NH:19][CH3:20])=[N:4][C:5]([NH:8][C:9]2[N:13]([CH3:14])[N:12]=[C:11]([C:15]([OH:17])=[O:16])[CH:10]=2)=[N:6][CH:7]=1. (8) Given the reactants C[O:2][C:3]([C:5]1[CH:13]=[C:12]2[C:8]([C:9]([CH:38]3[CH2:43][CH2:42][CH2:41][CH2:40][CH2:39]3)=[C:10]([C:23]3[CH:28]=[CH:27][C:26]([C:29]4[CH:34]=[CH:33][C:32]([N:35]([CH3:37])[CH3:36])=[CH:31][CH:30]=4)=[CH:25][CH:24]=3)[N:11]2[CH2:14][C:15]([N:17]2[CH2:22][CH2:21][O:20][CH2:19][CH2:18]2)=[O:16])=[CH:7][CH:6]=1)=[O:4], predict the reaction product. The product is: [CH:38]1([C:9]2[C:8]3[C:12](=[CH:13][C:5]([C:3]([OH:4])=[O:2])=[CH:6][CH:7]=3)[N:11]([CH2:14][C:15]([N:17]3[CH2:18][CH2:19][O:20][CH2:21][CH2:22]3)=[O:16])[C:10]=2[C:23]2[CH:24]=[CH:25][C:26]([C:29]3[CH:34]=[CH:33][C:32]([N:35]([CH3:37])[CH3:36])=[CH:31][CH:30]=3)=[CH:27][CH:28]=2)[CH2:43][CH2:42][CH2:41][CH2:40][CH2:39]1. (9) Given the reactants C([O:3][C:4](=[O:20])[CH2:5][N:6]([CH2:8][CH2:9][C:10]1[CH:15]=[CH:14][C:13]([F:16])=[CH:12][C:11]=1[N+:17]([O-:19])=[O:18])[CH3:7])C, predict the reaction product. The product is: [F:16][C:13]1[CH:14]=[CH:15][C:10]([CH2:9][CH2:8][N:6]([CH2:5][C:4]([OH:20])=[O:3])[CH3:7])=[C:11]([N+:17]([O-:19])=[O:18])[CH:12]=1. (10) Given the reactants [F:1][C:2]1[CH:3]=[CH:4][C:5]2[N:9]=[C:8]([C@@H:10]([NH2:13])[CH2:11][CH3:12])[N:7]([C:14]3[CH:15]=[N:16][CH:17]=[C:18]([F:20])[CH:19]=3)[C:6]=2[CH:21]=1.Cl[C:23]1[N:31]=[CH:30][N:29]=[C:28]2[C:24]=1[N:25]=[CH:26][N:27]2[CH:32]1[CH2:37][CH2:36][CH2:35][CH2:34][O:33]1.CCN(C(C)C)C(C)C, predict the reaction product. The product is: [F:1][C:2]1[CH:3]=[CH:4][C:5]2[N:9]=[C:8]([C@@H:10]([NH:13][C:23]3[N:31]=[CH:30][N:29]=[C:28]4[C:24]=3[N:25]=[CH:26][N:27]4[CH:32]3[CH2:37][CH2:36][CH2:35][CH2:34][O:33]3)[CH2:11][CH3:12])[N:7]([C:14]3[CH:15]=[N:16][CH:17]=[C:18]([F:20])[CH:19]=3)[C:6]=2[CH:21]=1.